Dataset: NCI-60 drug combinations with 297,098 pairs across 59 cell lines. Task: Regression. Given two drug SMILES strings and cell line genomic features, predict the synergy score measuring deviation from expected non-interaction effect. (1) Drug 1: C1=NC(=NC(=O)N1C2C(C(C(O2)CO)O)O)N. Drug 2: C1CC(=O)NC(=O)C1N2C(=O)C3=CC=CC=C3C2=O. Cell line: HOP-92. Synergy scores: CSS=9.33, Synergy_ZIP=-2.14, Synergy_Bliss=1.58, Synergy_Loewe=-4.45, Synergy_HSA=-1.04. (2) Drug 1: C1=NC2=C(N1)C(=S)N=CN2. Drug 2: CN(CCCl)CCCl.Cl. Cell line: MALME-3M. Synergy scores: CSS=13.2, Synergy_ZIP=-6.59, Synergy_Bliss=-0.0160, Synergy_Loewe=-3.95, Synergy_HSA=-0.0280.